This data is from Catalyst prediction with 721,799 reactions and 888 catalyst types from USPTO. The task is: Predict which catalyst facilitates the given reaction. (1) Reactant: [CH2:1]([O:8][C:9]1[C:18]2[C:13](=[CH:14][CH:15]=[CH:16][CH:17]=2)[C:12]([OH:19])=[CH:11][CH:10]=1)[C:2]1[CH:7]=[CH:6][CH:5]=[CH:4][CH:3]=1.Br[CH2:21][C:22]([O:24][CH2:25][CH3:26])=[O:23].C(=O)([O-])[O-].[Cs+].[Cs+]. Product: [CH2:25]([O:24][C:22](=[O:23])[CH2:21][O:19][C:12]1[C:13]2[C:18](=[CH:17][CH:16]=[CH:15][CH:14]=2)[C:9]([O:8][CH2:1][C:2]2[CH:3]=[CH:4][CH:5]=[CH:6][CH:7]=2)=[CH:10][CH:11]=1)[CH3:26]. The catalyst class is: 10. (2) Product: [C:1]([O:5][C:6](=[O:29])[CH2:7][C@H:8]([CH2:9][C@H:10]([CH3:13])[CH2:11][CH3:12])[C:14]([OH:15])=[O:35])([CH3:2])([CH3:3])[CH3:4]. Reactant: [C:1]([O:5][C:6](=[O:29])[CH2:7][C@@H:8]([C:14](N1[C@H](C)[C@H](C2C=CC=CC=2)OC1=O)=[O:15])[CH2:9][C@H:10]([CH3:13])[CH2:11][CH3:12])([CH3:4])([CH3:3])[CH3:2].[Li+].[OH-].OO.S(=O)(O)[O-:35].[Na+].S([O-])([O-])=O.[Na+].[Na+]. The catalyst class is: 90. (3) Product: [C:1]([O:5][C:6]([N:8]1[CH2:13][CH2:12][N:11]([CH2:22][C:18]2[CH:17]=[N:16][CH:21]=[CH:20][CH:19]=2)[C:10](=[O:14])[CH2:9]1)=[O:7])([CH3:4])([CH3:2])[CH3:3]. The catalyst class is: 3. Reactant: [C:1]([O:5][C:6]([N:8]1[CH2:13][CH2:12][NH:11][C:10](=[O:14])[CH2:9]1)=[O:7])([CH3:4])([CH3:3])[CH3:2].Cl.[N:16]1[CH:21]=[CH:20][CH:19]=[C:18]([CH2:22]Cl)[CH:17]=1.[H-].[Na+].